Task: Predict the reaction yield, written as a fraction of the theoretical maximum amount of product (1.0 means a 100% yield; for example, 0.34 means a 34% yield).. Dataset: Reaction yield outcomes from USPTO patents with 853,638 reactions The reactants are Br[CH2:2][C:3]([C:5]1[C:10]([CH3:11])=[CH:9][C:8]([O:12][C:13]2[CH:18]=[CH:17][C:16]([O:19][CH3:20])=[CH:15][CH:14]=2)=[CH:7][C:6]=1[F:21])=O.[NH2:22][C:23]([NH2:25])=[S:24]. The catalyst is CCO. The product is [F:21][C:6]1[CH:7]=[C:8]([O:12][C:13]2[CH:18]=[CH:17][C:16]([O:19][CH3:20])=[CH:15][CH:14]=2)[CH:9]=[C:10]([CH3:11])[C:5]=1[C:3]1[N:22]=[C:23]([NH2:25])[S:24][CH:2]=1. The yield is 0.800.